From a dataset of Peptide-MHC class I binding affinity with 185,985 pairs from IEDB/IMGT. Regression. Given a peptide amino acid sequence and an MHC pseudo amino acid sequence, predict their binding affinity value. This is MHC class I binding data. (1) The peptide sequence is RSFAFLEL. The MHC is H-2-Kb with pseudo-sequence H-2-Kb. The binding affinity (normalized) is 0.958. (2) The peptide sequence is KECVDGTLL. The MHC is HLA-A26:02 with pseudo-sequence HLA-A26:02. The binding affinity (normalized) is 0.0847. (3) The peptide sequence is VQSVLRDISI. The MHC is HLA-A24:02 with pseudo-sequence HLA-A24:02. The binding affinity (normalized) is 0.0628. (4) The peptide sequence is MQLKYGDV. The MHC is H-2-Db with pseudo-sequence H-2-Db. The binding affinity (normalized) is 0. (5) The peptide sequence is ARLMAEAL. The MHC is HLA-B27:05 with pseudo-sequence HLA-B27:05. The binding affinity (normalized) is 0.410.